From a dataset of Catalyst prediction with 721,799 reactions and 888 catalyst types from USPTO. Predict which catalyst facilitates the given reaction. (1) Reactant: [N+:1]([C:4]1[CH:16]=[CH:15][C:14]2[C:13]3[C:8](=[CH:9][C:10]([N+:17]([O-])=O)=[CH:11][CH:12]=3)[C:7](=[O:20])[C:6]=2[CH:5]=1)([O-])=O.Cl. Product: [NH2:1][C:4]1[CH:16]=[CH:15][C:14]2[C:13]3[C:8](=[CH:9][C:10]([NH2:17])=[CH:11][CH:12]=3)[C:7](=[O:20])[C:6]=2[CH:5]=1. The catalyst class is: 15. (2) The catalyst class is: 18. Product: [CH:1]1[C:13]2[CH:12]([CH2:14][O:15][C:16]([N:18]3[CH2:23][C@@H:22]([C:24](=[O:47])[NH:25][CH2:26][C:27]4([CH2:41][CH2:42][CH2:43][CH2:44][O:45][CH3:46])[C:28]5[CH:29]=[CH:30][CH:31]=[CH:32][C:33]=5[O:34][C:35]5[C:40]4=[CH:39][CH:38]=[CH:37][CH:36]=5)[CH2:21][C@@H:20]([NH:48][S:49]([C:52]4[CH:57]=[CH:56][C:55]([O:58][CH2:62][CH2:63][CH2:64][OH:65])=[C:54]([O:59][CH3:60])[CH:53]=4)(=[O:51])=[O:50])[CH2:19]3)=[O:17])[C:11]3[C:6](=[CH:7][CH:8]=[CH:9][CH:10]=3)[C:5]=2[CH:4]=[CH:3][CH:2]=1. Reactant: [CH:1]1[C:13]2[CH:12]([CH2:14][O:15][C:16]([N:18]3[CH2:23][C@@H:22]([C:24](=[O:47])[NH:25][CH2:26][C:27]4([CH2:41][CH2:42][CH2:43][CH2:44][O:45][CH3:46])[C:40]5[CH:39]=[CH:38][CH:37]=[CH:36][C:35]=5[O:34][C:33]5[C:28]4=[CH:29][CH:30]=[CH:31][CH:32]=5)[CH2:21][C@@H:20]([NH:48][S:49]([C:52]4[CH:57]=[CH:56][C:55]([OH:58])=[C:54]([O:59][CH3:60])[CH:53]=4)(=[O:51])=[O:50])[CH2:19]3)=[O:17])[C:11]3[C:6](=[CH:7][CH:8]=[CH:9][CH:10]=3)[C:5]=2[CH:4]=[CH:3][CH:2]=1.Br[CH2:62][CH2:63][CH2:64][OH:65].C([O-])([O-])=O.[K+].[K+]. (3) Reactant: [CH3:1][C:2]1[CH:3]=[C:4]([CH:9]=[CH:10][C:11]=1[N+:12]([O-])=O)[C:5]([O:7][CH3:8])=[O:6].[NH4+].[Cl-]. Product: [NH2:12][C:11]1[CH:10]=[CH:9][C:4]([C:5]([O:7][CH3:8])=[O:6])=[CH:3][C:2]=1[CH3:1]. The catalyst class is: 406.